From a dataset of Catalyst prediction with 721,799 reactions and 888 catalyst types from USPTO. Predict which catalyst facilitates the given reaction. (1) Reactant: [CH3:1][C:2]1[CH:3]=[C:4]([CH:7]=[C:8]([C:10]2[CH:15]=[N:14][CH:13]=[C:12]([NH:16][C@H:17]([C:19]3[CH:24]=[CH:23][CH:22]=[CH:21][CH:20]=3)[CH3:18])[N:11]=2)[CH:9]=1)[CH:5]=O.[S:25]1[CH2:29][C:28](=[O:30])[NH:27][C:26]1=[O:31].N1CCCCC1. Product: [CH3:1][C:2]1[CH:3]=[C:4]([CH:7]=[C:8]([C:10]2[CH:15]=[N:14][CH:13]=[C:12]([NH:16][C@H:17]([C:19]3[CH:24]=[CH:23][CH:22]=[CH:21][CH:20]=3)[CH3:18])[N:11]=2)[CH:9]=1)[CH:5]=[C:29]1[S:25][C:26](=[O:31])[NH:27][C:28]1=[O:30]. The catalyst class is: 8. (2) Reactant: C(OC([N:8]1[CH2:12][C@@H:11]([CH2:13][N:14]([CH:31]([CH3:33])[CH3:32])[C:15](=[O:30])[C:16]2[CH:21]=[CH:20][C:19]([O:22][CH3:23])=[C:18]([O:24][CH2:25][CH2:26][CH2:27][O:28][CH3:29])[CH:17]=2)[C@H:10]([OH:34])[CH2:9]1)=O)(C)(C)C.Br[CH2:36][C:37]1[C:47]2[O:46][CH2:45][CH2:44][CH2:43][O:42][C:41]=2[CH:40]=[CH:39][CH:38]=1.CC#N.O.CC#N. Product: [O:42]1[CH2:43][CH2:44][CH2:45][O:46][C:47]2[C:37]([CH2:36][O:34][C@@H:10]3[CH2:9][NH:8][CH2:12][C@H:11]3[CH2:13][N:14]([CH:31]([CH3:32])[CH3:33])[C:15](=[O:30])[C:16]3[CH:21]=[CH:20][C:19]([O:22][CH3:23])=[C:18]([O:24][CH2:25][CH2:26][CH2:27][O:28][CH3:29])[CH:17]=3)=[CH:38][CH:39]=[CH:40][C:41]1=2. The catalyst class is: 6. (3) Reactant: Cl[C:2]1[N:7]=[C:6]([N:8]2[CH2:12][CH2:11][C@@H:10]([F:13])[CH2:9]2)[C:5]([N+:14]([O-:16])=[O:15])=[C:4]([CH3:17])[CH:3]=1.[N:18]1[C:27]2[CH2:26][CH2:25][NH:24][CH2:23][C:22]=2[CH:21]=[CH:20][CH:19]=1.C([O-])(O)=O.[Na+]. Product: [F:13][C@@H:10]1[CH2:11][CH2:12][N:8]([C:6]2[N:7]=[C:2]([N:24]3[CH2:25][CH2:26][C:27]4[N:18]=[CH:19][CH:20]=[CH:21][C:22]=4[CH2:23]3)[CH:3]=[C:4]([CH3:17])[C:5]=2[N+:14]([O-:16])=[O:15])[CH2:9]1. The catalyst class is: 16. (4) Reactant: [Br:1][C:2]1[CH:3]=[CH:4][C:5]([C:8]([OH:10])=[O:9])=[N:6][CH:7]=1.[F:11][C:12]1[C:17]([F:18])=[C:16]([F:19])[C:15]([F:20])=[C:14]([F:21])[C:13]=1O.Cl.C(N=C=NCCCN(C)C)C. Product: [Br:1][C:2]1[CH:3]=[CH:4][C:5]([C:8]([O:10][C:13]2[C:14]([F:21])=[C:15]([F:20])[C:16]([F:19])=[C:17]([F:18])[C:12]=2[F:11])=[O:9])=[N:6][CH:7]=1. The catalyst class is: 4. (5) Reactant: Br[C:2]1[C:10]2[C:9]([NH:11][C@H:12]([C:14]3[N:19]([C:20]4[CH:25]=[CH:24][CH:23]=[CH:22][CH:21]=4)[C:18](=[O:26])[C:17]4=[C:27]([CH3:30])[CH:28]=[CH:29][N:16]4[N:15]=3)[CH3:13])=[N:8][CH:7]=[N:6][C:5]=2[N:4]([CH2:31][O:32][CH2:33][CH2:34][Si:35]([CH3:38])([CH3:37])[CH3:36])[CH:3]=1.CC1(C)C(C)(C)OB([C:47]2[CH:52]=[CH:51][CH:50]=[CH:49][C:48]=2[OH:53])O1.C(=O)([O-])[O-].[Na+].[Na+]. Product: [OH:53][C:48]1[CH:49]=[CH:50][CH:51]=[CH:52][C:47]=1[C:2]1[C:10]2[C:9]([NH:11][C@H:12]([C:14]3[N:19]([C:20]4[CH:25]=[CH:24][CH:23]=[CH:22][CH:21]=4)[C:18](=[O:26])[C:17]4=[C:27]([CH3:30])[CH:28]=[CH:29][N:16]4[N:15]=3)[CH3:13])=[N:8][CH:7]=[N:6][C:5]=2[N:4]([CH2:31][O:32][CH2:33][CH2:34][Si:35]([CH3:38])([CH3:37])[CH3:36])[CH:3]=1. The catalyst class is: 235. (6) Reactant: [Cl:1][C:2]1[CH:18]=[C:17]([Cl:19])[CH:16]=[CH:15][C:3]=1[CH2:4][NH:5][C:6]([N:8]1[C:11]2([CH2:14][NH:13][CH2:12]2)[CH2:10][CH2:9]1)=[O:7].C(N(CC)CC)C.[Cl:27][C:28]1[CH:33]=[CH:32][C:31]([S:34](Cl)(=[O:36])=[O:35])=[CH:30][CH:29]=1. Product: [Cl:27][C:28]1[CH:33]=[CH:32][C:31]([S:34]([N:13]2[CH2:12][C:11]3([N:8]([C:6]([NH:5][CH2:4][C:3]4[CH:15]=[CH:16][C:17]([Cl:19])=[CH:18][C:2]=4[Cl:1])=[O:7])[CH2:9][CH2:10]3)[CH2:14]2)(=[O:36])=[O:35])=[CH:30][CH:29]=1. The catalyst class is: 4.